Dataset: Forward reaction prediction with 1.9M reactions from USPTO patents (1976-2016). Task: Predict the product of the given reaction. Given the reactants [Na].[CH3:2][C:3]1[NH:4][O:5][C:6](=[O:13])[C:7]=1[C:8]([O:10][CH2:11][CH3:12])=[O:9].I[CH2:15][CH2:16][CH3:17], predict the reaction product. The product is: [CH3:2][C:3]1[N:4]([CH2:15][CH2:16][CH3:17])[O:5][C:6](=[O:13])[C:7]=1[C:8]([O:10][CH2:11][CH3:12])=[O:9].